This data is from Full USPTO retrosynthesis dataset with 1.9M reactions from patents (1976-2016). The task is: Predict the reactants needed to synthesize the given product. (1) Given the product [CH3:9][C@H:10]([O:14][C:15]1[CH:16]=[C:17]([C:18]([NH:37][C:38]2[CH:42]=[CH:41][N:40]([C:43]([O:45][C:46]([CH3:49])([CH3:48])[CH3:47])=[O:44])[N:39]=2)=[O:20])[CH:21]=[C:22]([O:24][C:25]2[CH:36]=[CH:35][C:28]3[C:29](=[O:34])[N:30]([CH3:33])[CH2:31][O:32][C:27]=3[CH:26]=2)[CH:23]=1)[CH2:11][O:12][CH3:13], predict the reactants needed to synthesize it. The reactants are: ClC(N(C)C)=C(C)C.[CH3:9][C@H:10]([O:14][C:15]1[CH:16]=[C:17]([CH:21]=[C:22]([O:24][C:25]2[CH:36]=[CH:35][C:28]3[C:29](=[O:34])[N:30]([CH3:33])[CH2:31][O:32][C:27]=3[CH:26]=2)[CH:23]=1)[C:18]([OH:20])=O)[CH2:11][O:12][CH3:13].[NH2:37][C:38]1[CH:42]=[CH:41][N:40]([C:43]([O:45][C:46]([CH3:49])([CH3:48])[CH3:47])=[O:44])[N:39]=1.N1C=CC=CC=1. (2) Given the product [C:1]([O:5][C:6](=[O:26])[NH:7][C:8]1[CH:13]=[C:12]([O:14][CH2:15][CH2:16][O:17][CH3:18])[C:11]([C:19]([F:22])([F:21])[F:20])=[CH:10][C:9]=1[NH2:23])([CH3:4])([CH3:2])[CH3:3], predict the reactants needed to synthesize it. The reactants are: [C:1]([O:5][C:6](=[O:26])[NH:7][C:8]1[CH:13]=[C:12]([O:14][CH2:15][CH2:16][O:17][CH3:18])[C:11]([C:19]([F:22])([F:21])[F:20])=[CH:10][C:9]=1[N+:23]([O-])=O)([CH3:4])([CH3:3])[CH3:2]. (3) Given the product [CH2:20]([C:22]1[CH:23]=[C:24]([NH:28][C:29]([NH:1][C:2]2[CH:7]=[CH:6][C:5]([C:8]3[N:9]([C:17]([NH2:19])=[O:18])[C:10]4[C:15]([CH:16]=3)=[CH:14][CH:13]=[CH:12][CH:11]=4)=[CH:4][CH:3]=2)=[O:30])[CH:25]=[CH:26][CH:27]=1)[CH3:21], predict the reactants needed to synthesize it. The reactants are: [NH2:1][C:2]1[CH:7]=[CH:6][C:5]([C:8]2[N:9]([C:17]([NH2:19])=[O:18])[C:10]3[C:15]([CH:16]=2)=[CH:14][CH:13]=[CH:12][CH:11]=3)=[CH:4][CH:3]=1.[CH2:20]([C:22]1[CH:23]=[C:24]([N:28]=[C:29]=[O:30])[CH:25]=[CH:26][CH:27]=1)[CH3:21].